From a dataset of Forward reaction prediction with 1.9M reactions from USPTO patents (1976-2016). Predict the product of the given reaction. (1) Given the reactants [F:1][C:2]1[CH:7]=[CH:6][C:5]([C:8]2[N:9]=[C:10]3[C:15]([CH3:16])=[C:14]([CH3:17])[C:13]([N:18]4[CH2:23][CH2:22][NH:21][CH2:20][CH2:19]4)=[N:12][N:11]3[C:24]=2[I:25])=[CH:4][CH:3]=1.CN(C1C=CC=CN=1)C.[C:35](=O)([O:41]C(C)(C)C)[O:36][C:37]([CH3:40])([CH3:39])[CH3:38], predict the reaction product. The product is: [F:1][C:2]1[CH:3]=[CH:4][C:5]([C:8]2[N:9]=[C:10]3[C:15]([CH3:16])=[C:14]([CH3:17])[C:13]([N:18]4[CH2:23][CH2:22][N:21]([C:35]([O:36][C:37]([CH3:40])([CH3:39])[CH3:38])=[O:41])[CH2:20][CH2:19]4)=[N:12][N:11]3[C:24]=2[I:25])=[CH:6][CH:7]=1. (2) The product is: [CH3:22][C:18]1[CH:17]=[CH:16][C:15]([C:6]2[CH:7]=[N:8][C:3]([C:2]([F:13])([F:12])[F:1])=[CH:4][CH:5]=2)=[N:20][C:19]=1[CH3:21]. Given the reactants [F:1][C:2]([F:13])([F:12])[C:3]1[N:8]=[CH:7][C:6](B(O)O)=[CH:5][CH:4]=1.Br[C:15]1[N:20]=[C:19]([CH3:21])[C:18]([CH3:22])=[CH:17][CH:16]=1.C([O-])([O-])=O.[K+].[K+].COCCOC, predict the reaction product. (3) Given the reactants CS(O[CH2:6][CH:7]1[CH2:10][N:9]([C:11]([O:13][C:14]([CH3:17])([CH3:16])[CH3:15])=[O:12])[CH2:8]1)(=O)=O.[CH3:18][NH:19][CH3:20], predict the reaction product. The product is: [CH3:18][N:19]([CH2:6][CH:7]1[CH2:10][N:9]([C:11]([O:13][C:14]([CH3:17])([CH3:16])[CH3:15])=[O:12])[CH2:8]1)[CH3:20]. (4) Given the reactants C([NH:4][C:5]1[CH:6]=[C:7]([CH:32]=[CH:33][CH:34]=1)[C:8]([NH:10][CH:11]([C:13]1[N:18]=[N:17][C:16]([NH:19][C:20]2[CH:25]=[C:24]([O:26][CH3:27])[C:23]([O:28][CH3:29])=[C:22]([O:30][CH3:31])[CH:21]=2)=[N:15][CH:14]=1)[CH3:12])=O)(=O)C.P(Cl)(Cl)(Cl)=O.Cl.[OH-].[Na+], predict the reaction product. The product is: [NH2:4][C:5]1[CH:6]=[C:7]([C:8]2[N:18]3[C:13]([CH:14]=[N:15][C:16]([NH:19][C:20]4[CH:25]=[C:24]([O:26][CH3:27])[C:23]([O:28][CH3:29])=[C:22]([O:30][CH3:31])[CH:21]=4)=[N:17]3)=[C:11]([CH3:12])[N:10]=2)[CH:32]=[CH:33][CH:34]=1. (5) The product is: [C:1]([NH:4][CH2:5][C@@H:6]1[CH2:10][CH2:9][NH:8][C@@H:7]1[C:19]([NH2:21])=[O:20])(=[O:3])[CH3:2]. Given the reactants [C:1]([NH:4][CH2:5][C@@H:6]1[CH2:10][CH2:9][N:8]([C@H](C2C=CC=CC=2)C)[C@@H:7]1[C:19]([NH2:21])=[O:20])(=[O:3])[CH3:2], predict the reaction product.